Task: Predict the reaction yield, written as a fraction of the theoretical maximum amount of product (1.0 means a 100% yield; for example, 0.34 means a 34% yield).. Dataset: Reaction yield outcomes from USPTO patents with 853,638 reactions The reactants are [NH2:1][C:2]1[CH:3]=[C:4]([C:8]2[CH:22]=[CH:21][C:11]3[N:12]=[C:13]([NH:15][C:16]([NH:18][CH2:19][CH3:20])=[O:17])[S:14][C:10]=3[CH:9]=2)[CH:5]=[CH:6][CH:7]=1.C(N(CC)CC)C.[C:30]1([N:36]=[C:37]=[O:38])[CH:35]=[CH:34][CH:33]=[CH:32][CH:31]=1. The catalyst is C1(C)C=CC=CC=1. The product is [C:30]1([NH:36][C:37]([NH:1][C:2]2[CH:3]=[C:4]([C:8]3[CH:22]=[CH:21][C:11]4[N:12]=[C:13]([NH:15][C:16]([NH:18][CH2:19][CH3:20])=[O:17])[S:14][C:10]=4[CH:9]=3)[CH:5]=[CH:6][CH:7]=2)=[O:38])[CH:35]=[CH:34][CH:33]=[CH:32][CH:31]=1. The yield is 0.440.